Predict the reactants needed to synthesize the given product. From a dataset of Full USPTO retrosynthesis dataset with 1.9M reactions from patents (1976-2016). Given the product [C:2]([C:4]1[CH:9]=[CH:8][C:7]([C:10]2[CH:11]=[CH:12][C:13]([NH:16][C:17](=[O:31])[C:18]3[CH:23]=[CH:22][C:21]([O:24][CH3:25])=[C:20]([CH2:26][CH2:27][CH2:28][NH:29][CH3:30])[CH:19]=3)=[CH:14][CH:15]=2)=[CH:6][CH:5]=1)(=[O:1])[CH3:3], predict the reactants needed to synthesize it. The reactants are: [OH:1][CH:2]([C:4]1[CH:9]=[CH:8][C:7]([C:10]2[CH:15]=[CH:14][C:13]([NH:16][C:17](=[O:31])[C:18]3[CH:23]=[CH:22][C:21]([O:24][CH3:25])=[C:20]([CH2:26][CH2:27][CH2:28][NH:29][CH3:30])[CH:19]=3)=[CH:12][CH:11]=2)=[CH:6][CH:5]=1)[CH3:3].